From a dataset of Full USPTO retrosynthesis dataset with 1.9M reactions from patents (1976-2016). Predict the reactants needed to synthesize the given product. (1) Given the product [OH:12][C:7]1[CH:8]=[C:9]([CH3:11])[CH:10]=[C:5]([OH:4])[C:6]=1[C:21](=[O:23])[CH3:22], predict the reactants needed to synthesize it. The reactants are: C([O:4][C:5]1[CH:10]=[C:9]([CH3:11])[CH:8]=[C:7]([O:12]C(=O)C)[CH:6]=1)(=O)C.[Al+3].[Cl-].[Cl-].[Cl-].Cl.[C:21](OCC)(=[O:23])[CH3:22]. (2) Given the product [NH2:11][C:12]1[CH:19]=[CH:18][CH:17]=[CH:16][C:13]=1[C:14]([C:3]1[CH:4]=[C:5]([CH3:9])[CH:6]=[CH:7][CH:8]=1)=[O:21], predict the reactants needed to synthesize it. The reactants are: [Mg].Br[C:3]1[CH:8]=[CH:7][CH:6]=[C:5]([CH3:9])[CH:4]=1.[Br-].[NH2:11][C:12]1[CH:19]=[CH:18][CH:17]=[CH:16][C:13]=1[C:14]#N.Cl.[OH-:21].[Na+]. (3) Given the product [CH3:17][C:16]1([CH3:18])[C:2]2[C:3](=[CH:4][C:5]([N+:8]([O-:10])=[O:9])=[CH:6][CH:7]=2)[N:11]([C:12](=[O:14])[CH3:13])[CH2:15]1, predict the reactants needed to synthesize it. The reactants are: Br[C:2]1[CH:7]=[CH:6][C:5]([N+:8]([O-:10])=[O:9])=[CH:4][C:3]=1[N:11]([CH2:15][C:16]([CH3:18])=[CH2:17])[C:12](=[O:14])[CH3:13].C([O-])=O.[Na+].CC([O-])=O.[Na+]. (4) Given the product [Cl:1][C:2]1[N:10]=[C:9]2[C:5]([N:6]=[C:7]([CH2:13][OH:14])[N:8]2[CH2:11][CH3:12])=[C:4]([N:15]2[CH2:20][CH2:19][O:18][CH2:17][CH2:16]2)[N:3]=1, predict the reactants needed to synthesize it. The reactants are: [Cl:1][C:2]1[N:10]=[C:9]2[C:5]([N:6]=[C:7]([CH:13]=[O:14])[N:8]2[CH2:11][CH3:12])=[C:4]([N:15]2[CH2:20][CH2:19][O:18][CH2:17][CH2:16]2)[N:3]=1.[BH4-].[Na+]. (5) The reactants are: [C:1]1([C:7]2[CH:11]=[C:10]([C:12]([NH:14][CH2:15][CH2:16][C:17]([O:19]C)=[O:18])=[O:13])[O:9][N:8]=2)[CH:6]=[CH:5][CH:4]=[CH:3][CH:2]=1.[OH-].[Li+]. Given the product [C:1]1([C:7]2[CH:11]=[C:10]([C:12]([NH:14][CH2:15][CH2:16][C:17]([OH:19])=[O:18])=[O:13])[O:9][N:8]=2)[CH:2]=[CH:3][CH:4]=[CH:5][CH:6]=1, predict the reactants needed to synthesize it. (6) Given the product [NH2:1][C@H:2]([C:18]([O:20][CH2:38][C:32]1[CH:31]=[CH:30][CH:29]=[CH:28][CH:33]=1)=[O:19])[CH2:3][CH:4]([CH3:5])[CH3:9], predict the reactants needed to synthesize it. The reactants are: [NH:1](C(OC(C)(C)C)=O)[C@H:2]([C:18]([OH:20])=[O:19])[CH2:3][C:4]1[CH:9]=CC(OCC2C=CC=CC=2)=C[CH:5]=1.[CH:28]1[CH:29]=[CH:30][C:31]2N(O)N=N[C:32]=2[CH:33]=1.[CH2:38]1CCC(N=C=NC2CCCCC2)CC1. (7) Given the product [C:1]([O:5][CH:6]([C:12]1[C:21]([CH3:22])=[CH:20][C:19]2[C:14](=[CH:15][CH:16]=[CH:17][C:18]=2[CH3:23])[C:13]=1[C:24]1[CH:29]=[CH:28][C:27]([Cl:30])=[CH:26][CH:25]=1)[C:7]([OH:9])=[O:8])([CH3:4])([CH3:2])[CH3:3], predict the reactants needed to synthesize it. The reactants are: [C:1]([O:5][CH:6]([C:12]1[C:21]([CH3:22])=[CH:20][C:19]2[C:14](=[CH:15][CH:16]=[CH:17][C:18]=2[CH3:23])[C:13]=1[C:24]1[CH:29]=[CH:28][C:27]([Cl:30])=[CH:26][CH:25]=1)[C:7]([O:9]CC)=[O:8])([CH3:4])([CH3:3])[CH3:2].[OH-].[Li+]. (8) Given the product [C:6]([O:10][C:11]([N:13]1[CH2:18][CH2:17][N:16]([C:2]([O:4][CH3:5])=[O:3])[CH2:15][CH:14]1[CH2:19][CH2:20][OH:21])=[O:12])([CH3:9])([CH3:8])[CH3:7], predict the reactants needed to synthesize it. The reactants are: Cl[C:2]([O:4][CH3:5])=[O:3].[C:6]([O:10][C:11]([N:13]1[CH2:18][CH2:17][NH:16][CH2:15][CH:14]1[CH2:19][CH2:20][OH:21])=[O:12])([CH3:9])([CH3:8])[CH3:7].C(N(CC)CC)C. (9) Given the product [F:8][C:9]1[CH:27]=[CH:26][C:12]([C:13]2[C:14]3[CH2:22][C:21]4[C:16](=[C:17]([O:23][CH3:24])[CH:18]=[CH:19][CH:20]=4)[C:15]=3[N:6]=[C:5]([NH2:7])[N:4]=2)=[CH:11][CH:10]=1, predict the reactants needed to synthesize it. The reactants are: [OH-].[Na+].Cl.[NH2:4][C:5]([NH2:7])=[NH:6].[F:8][C:9]1[CH:27]=[CH:26][C:12]([CH:13]=[C:14]2[CH2:22][C:21]3[C:16](=[C:17]([O:23][CH3:24])[CH:18]=[CH:19][CH:20]=3)[C:15]2=O)=[CH:11][CH:10]=1.